Task: Predict which catalyst facilitates the given reaction.. Dataset: Catalyst prediction with 721,799 reactions and 888 catalyst types from USPTO Reactant: [Cl:1][C:2]1[CH:3]=[N+:4]([O-:27])[CH:5]=[C:6]([Cl:26])[C:7]=1[CH2:8][C@@H:9]([C:11]1[CH:16]=[CH:15][C:14]([O:17][CH:18]([F:20])[F:19])=[C:13]([O:21][CH2:22][CH:23]2[CH2:25][CH2:24]2)[CH:12]=1)[OH:10].C(Cl)CCl.[C:32]([O:36][C:37]([N:39]([C:48]1[CH:56]=[CH:55][C:51]([C:52](O)=[O:53])=[CH:50][CH:49]=1)[S:40]([CH2:43][CH2:44][N:45]([CH3:47])[CH3:46])(=[O:42])=[O:41])=[O:38])([CH3:35])([CH3:34])[CH3:33]. Product: [C:32]([O:36][C:37]([N:39]([C:48]1[CH:49]=[CH:50][C:51]([C:52]([O:10][C@H:9]([C:11]2[CH:16]=[CH:15][C:14]([O:17][CH:18]([F:20])[F:19])=[C:13]([O:21][CH2:22][CH:23]3[CH2:25][CH2:24]3)[CH:12]=2)[CH2:8][C:7]2[C:6]([Cl:26])=[CH:5][N+:4]([O-:27])=[CH:3][C:2]=2[Cl:1])=[O:53])=[CH:55][CH:56]=1)[S:40]([CH2:43][CH2:44][N:45]([CH3:47])[CH3:46])(=[O:42])=[O:41])=[O:38])([CH3:35])([CH3:33])[CH3:34]. The catalyst class is: 64.